This data is from NCI-60 drug combinations with 297,098 pairs across 59 cell lines. The task is: Regression. Given two drug SMILES strings and cell line genomic features, predict the synergy score measuring deviation from expected non-interaction effect. (1) Synergy scores: CSS=28.0, Synergy_ZIP=-0.180, Synergy_Bliss=1.69, Synergy_Loewe=2.37, Synergy_HSA=2.65. Drug 2: C1=CC(=CC=C1CC(C(=O)O)N)N(CCCl)CCCl.Cl. Drug 1: CC1=C(C=C(C=C1)NC2=NC=CC(=N2)N(C)C3=CC4=NN(C(=C4C=C3)C)C)S(=O)(=O)N.Cl. Cell line: SF-539. (2) Drug 1: CC(C1=C(C=CC(=C1Cl)F)Cl)OC2=C(N=CC(=C2)C3=CN(N=C3)C4CCNCC4)N. Drug 2: C1=CC(=C2C(=C1NCCNCCO)C(=O)C3=C(C=CC(=C3C2=O)O)O)NCCNCCO. Cell line: SR. Synergy scores: CSS=94.5, Synergy_ZIP=4.82, Synergy_Bliss=4.55, Synergy_Loewe=2.01, Synergy_HSA=5.63. (3) Drug 1: C1=NC2=C(N=C(N=C2N1C3C(C(C(O3)CO)O)F)Cl)N. Drug 2: C1=NC(=NC(=O)N1C2C(C(C(O2)CO)O)O)N. Cell line: T-47D. Synergy scores: CSS=6.14, Synergy_ZIP=-4.98, Synergy_Bliss=-4.70, Synergy_Loewe=-3.81, Synergy_HSA=-4.15. (4) Drug 1: CC1CCC2CC(C(=CC=CC=CC(CC(C(=O)C(C(C(=CC(C(=O)CC(OC(=O)C3CCCCN3C(=O)C(=O)C1(O2)O)C(C)CC4CCC(C(C4)OC)O)C)C)O)OC)C)C)C)OC. Drug 2: CCC1(C2=C(COC1=O)C(=O)N3CC4=CC5=C(C=CC(=C5CN(C)C)O)N=C4C3=C2)O.Cl. Cell line: NCI-H522. Synergy scores: CSS=31.7, Synergy_ZIP=0.204, Synergy_Bliss=3.61, Synergy_Loewe=-8.92, Synergy_HSA=2.19. (5) Drug 1: C(=O)(N)NO. Drug 2: CC1CCCC2(C(O2)CC(NC(=O)CC(C(C(=O)C(C1O)C)(C)C)O)C(=CC3=CSC(=N3)C)C)C. Cell line: SN12C. Synergy scores: CSS=31.3, Synergy_ZIP=0.215, Synergy_Bliss=-4.95, Synergy_Loewe=-31.1, Synergy_HSA=-5.83. (6) Drug 1: C1=CC(=C2C(=C1NCCNCCO)C(=O)C3=C(C=CC(=C3C2=O)O)O)NCCNCCO. Drug 2: CC1=C(C(=CC=C1)Cl)NC(=O)C2=CN=C(S2)NC3=CC(=NC(=N3)C)N4CCN(CC4)CCO. Cell line: SNB-75. Synergy scores: CSS=49.0, Synergy_ZIP=8.33, Synergy_Bliss=7.83, Synergy_Loewe=7.34, Synergy_HSA=10.1.